Dataset: Reaction yield outcomes from USPTO patents with 853,638 reactions. Task: Predict the reaction yield, written as a fraction of the theoretical maximum amount of product (1.0 means a 100% yield; for example, 0.34 means a 34% yield). (1) The reactants are [CH3:1][C:2]([O:41][CH2:42][C@@H:43]1[CH2:45][O:44]1)([CH3:40])[CH2:3][N:4]1[CH:8]=[CH:7][C:6]([NH:9][C:10]([CH:12]2[CH:16]([C:17]3[CH:22]=[CH:21][CH:20]=[C:19]([Cl:23])[C:18]=3[F:24])[C:15]([C:27]3[CH:32]=[CH:31][C:30]([Cl:33])=[CH:29][C:28]=3[F:34])([C:25]#[N:26])[CH:14]([CH2:35][C:36]([CH3:39])([CH3:38])[CH3:37])[NH:13]2)=[O:11])=[N:5]1.O.CC(C)=[O:49].Cl(O)(=O)(=O)=O. The catalyst is C(OCC)(=O)C. The product is [OH:49][C@@H:43]([CH2:45][OH:44])[CH2:42][O:41][C:2]([CH3:40])([CH3:1])[CH2:3][N:4]1[CH:8]=[CH:7][C:6]([NH:9][C:10]([CH:12]2[CH:16]([C:17]3[CH:22]=[CH:21][CH:20]=[C:19]([Cl:23])[C:18]=3[F:24])[C:15]([C:27]3[CH:32]=[CH:31][C:30]([Cl:33])=[CH:29][C:28]=3[F:34])([C:25]#[N:26])[CH:14]([CH2:35][C:36]([CH3:39])([CH3:37])[CH3:38])[NH:13]2)=[O:11])=[N:5]1. The yield is 0.420. (2) The catalyst is C(Cl)(Cl)Cl.C1(C)C=CC=CC=1. The product is [N:8]([CH2:9][CH2:10][O:11][C:12](=[O:16])[C:13]([CH3:15])=[CH2:14])=[C:6]=[O:7]. The reactants are N1([C:6]([NH:8][CH2:9][CH2:10][O:11][C:12](=[O:16])[C:13]([CH3:15])=[CH2:14])=[O:7])C=CN=C1.Cl.ClCl. The yield is 0.520. (3) The reactants are Br[C:2]1[CH:3]=[C:4]([CH2:16][N:17]([CH3:25])[C:18](=[O:24])[O:19][C:20]([CH3:23])([CH3:22])[CH3:21])[S:5][C:6]=1[S:7]([C:10]1[CH:15]=[CH:14][CH:13]=[CH:12][CH:11]=1)(=[O:9])=[O:8].[CH3:26][N:27]1[CH:31]=[CH:30][N:29]=[C:28]1[Sn](CCCC)(CCCC)CCCC. The catalyst is C1(C)C=CC=CC=1.[Pd].C1(P(C2C=CC=CC=2)C2C=CC=CC=2)C=CC=CC=1.C1(P(C2C=CC=CC=2)C2C=CC=CC=2)C=CC=CC=1.C1(P(C2C=CC=CC=2)C2C=CC=CC=2)C=CC=CC=1.C1(P(C2C=CC=CC=2)C2C=CC=CC=2)C=CC=CC=1. The product is [CH3:25][N:17]([CH2:16][C:4]1[S:5][C:6]([S:7]([C:10]2[CH:15]=[CH:14][CH:13]=[CH:12][CH:11]=2)(=[O:9])=[O:8])=[C:2]([C:28]2[N:27]([CH3:26])[CH:31]=[CH:30][N:29]=2)[CH:3]=1)[C:18](=[O:24])[O:19][C:20]([CH3:23])([CH3:22])[CH3:21]. The yield is 0.630. (4) The reactants are [NH:1]1[C:5]2=[N:6][CH:7]=[CH:8][CH:9]=[C:4]2[C:3]([C:10]([C:12]2[CH:13]=[C:14]([CH:17]=[CH:18][CH:19]=2)[CH:15]=O)=[O:11])=[CH:2]1.C(CC(N)=[O:24])#N.C1C[CH2:35][N:34]2[C:29](=[N:30][CH2:31][CH2:32][CH2:33]2)CC1. The product is [NH:1]1[C:5]2=[N:6][CH:7]=[CH:8][CH:9]=[C:4]2[C:3]([C:10]([C:12]2[CH:13]=[C:14]([CH:15]=[C:32]([C:31]#[N:30])[C:33]([N:34]([CH3:35])[CH3:29])=[O:24])[CH:17]=[CH:18][CH:19]=2)=[O:11])=[CH:2]1. The catalyst is C1COCC1. The yield is 0.170. (5) The reactants are Cl.[NH2:2][C:3]1[C:12]2[N:13]=[C:14]([CH2:37][O:38][CH2:39][CH3:40])[N:15]([CH2:16][C:17]3([O:30][CH2:31][CH2:32][S:33]([CH3:36])(=[O:35])=[O:34])[CH2:22][CH2:21][N:20](C(OC(C)(C)C)=O)[CH2:19][CH2:18]3)[C:11]=2[C:10]2[CH:9]=[CH:8][CH:7]=[CH:6][C:5]=2[N:4]=1. The catalyst is C(O)C. The product is [CH2:39]([O:38][CH2:37][C:14]1[N:15]([CH2:16][C:17]2([O:30][CH2:31][CH2:32][S:33]([CH3:36])(=[O:35])=[O:34])[CH2:22][CH2:21][NH:20][CH2:19][CH2:18]2)[C:11]2[C:10]3[CH:9]=[CH:8][CH:7]=[CH:6][C:5]=3[N:4]=[C:3]([NH2:2])[C:12]=2[N:13]=1)[CH3:40]. The yield is 0.760. (6) The reactants are [CH3:1][C:2]1[CH:7]=[C:6]([C:8](=[O:15])[CH2:9][CH2:10][CH2:11][CH2:12][CH2:13][CH3:14])[CH:5]=[CH:4][C:3]=1[C:16]1[CH:21]=[CH:20][C:19]([C:22]([F:25])([F:24])[F:23])=[CH:18][CH:17]=1.[BH4-].[Na+].C(=O)(O)[O-].[Na+].[Cl-].[Na+]. The catalyst is C(O)C.C(OCC)(=O)C. The product is [CH3:1][C:2]1[CH:7]=[C:6]([CH:8]([OH:15])[CH2:9][CH2:10][CH2:11][CH2:12][CH2:13][CH3:14])[CH:5]=[CH:4][C:3]=1[C:16]1[CH:17]=[CH:18][C:19]([C:22]([F:23])([F:24])[F:25])=[CH:20][CH:21]=1. The yield is 0.970. (7) The reactants are CC1(C)[O:6][C:5](=O)[C@H:4]([C@@H:8]([C:13]([N:15]2[CH2:20][CH2:19][N:18]([C:21]3[CH:26]=[C:25]([C:27]([F:30])([F:29])[F:28])[CH:24]=[CH:23][N:22]=3)[CH2:17][C@H:16]2[CH3:31])=[O:14])[CH2:9][CH:10]([CH3:12])[CH3:11])[O:3]1.[NH2:33][OH:34]. The catalyst is CO.CO.C(#N)C. The product is [OH:34][NH:33][C:5](=[O:6])[C@@H:4]([OH:3])[C@@H:8]([C:13]([N:15]1[CH2:20][CH2:19][N:18]([C:21]2[CH:26]=[C:25]([C:27]([F:28])([F:30])[F:29])[CH:24]=[CH:23][N:22]=2)[CH2:17][C@H:16]1[CH3:31])=[O:14])[CH2:9][CH:10]([CH3:11])[CH3:12]. The yield is 0.298. (8) The reactants are [S:1]1[CH:5]=[CH:4][CH:3]=[C:2]1[C:6]([C:8]1[N:9](C(C2SC=CC=2)=O)[S:10][NH:11][CH:12]=1)=O.[C:20]1(C)C=[CH:24][CH:23]=[CH:22][CH:21]=1.COC1C=CC(P2(SP(C3C=CC(OC)=CC=3)(=S)S2)=[S:36])=CC=1.[CH2:49]([CH:51]([CH2:69][CH2:70][CH2:71][CH3:72])[CH2:52][O:53][C:54](=[O:68])[C:55]#[C:56][C:57]([O:59][CH2:60][CH:61]([CH2:66][CH3:67])[CH2:62][CH2:63][CH2:64][CH3:65])=[O:58])[CH3:50]. The catalyst is CC(C)=O. The product is [CH2:49]([CH:51]([CH2:69][CH2:70][CH2:71][CH3:72])[CH2:52][O:53][C:54]([C:55]1[C:56]([C:57]([O:59][CH2:60][CH:61]([CH2:66][CH3:67])[CH2:62][CH2:63][CH2:64][CH3:65])=[O:58])=[C:20]([C:21]2[S:36][CH:24]=[CH:23][CH:22]=2)[C:12]2=[N:11][S:10][N:9]=[C:8]2[C:6]=1[C:2]1[S:1][CH:5]=[CH:4][CH:3]=1)=[O:68])[CH3:50]. The yield is 0.110.